Dataset: Forward reaction prediction with 1.9M reactions from USPTO patents (1976-2016). Task: Predict the product of the given reaction. (1) Given the reactants C(OC([N:8]1[CH2:13][CH:12]=[C:11]([C:14]2[CH:23]=[CH:22][CH:21]=[C:20]3[C:15]=2[CH:16]=[CH:17][C:18]([CH3:24])=[N:19]3)[CH2:10][CH2:9]1)=O)(C)(C)C.FC(F)(F)C(O)=O.C([O-])(O)=O.[Na+], predict the reaction product. The product is: [CH3:24][C:18]1[CH:17]=[CH:16][C:15]2[C:20](=[CH:21][CH:22]=[CH:23][C:14]=2[C:11]2[CH2:12][CH2:13][NH:8][CH2:9][CH:10]=2)[N:19]=1. (2) Given the reactants [F:1][C:2]1[CH:18]=[CH:17][C:16]([O:19][CH3:20])=[CH:15][C:3]=1[O:4][Si:5]([CH:12]([CH3:14])[CH3:13])([CH:9]([CH3:11])[CH3:10])[CH:6]([CH3:8])[CH3:7].CN(CCN(CCN(C)C)C)C.C([Li])CCC.[CH:38](N1CCOCC1)=[O:39].Cl, predict the reaction product. The product is: [F:1][C:2]1[C:3]([O:4][Si:5]([CH:6]([CH3:7])[CH3:8])([CH:12]([CH3:13])[CH3:14])[CH:9]([CH3:11])[CH3:10])=[CH:15][C:16]([O:19][CH3:20])=[CH:17][C:18]=1[CH:38]=[O:39]. (3) Given the reactants [Cl:1][C:2]1[C:7]([C:8]([C:10]2[CH:15]=[CH:14][C:13]([F:16])=[CH:12][CH:11]=2)=[O:9])=[CH:6][CH:5]=[C:4](Cl)[N:3]=1.[CH2:18]([NH:20][C:21](=[O:38])[C:22]1[CH:27]=[CH:26][C:25]([CH3:28])=[C:24](B2OC(C)(C)C(C)(C)O2)[CH:23]=1)[CH3:19].C(=O)([O-])O.[Na+], predict the reaction product. The product is: [Cl:1][C:2]1[N:3]=[C:4]([C:23]2[CH:24]=[C:25]([CH3:28])[CH:26]=[CH:27][C:22]=2[C:21]([NH:20][CH2:18][CH3:19])=[O:38])[CH:5]=[CH:6][C:7]=1[C:8]([C:10]1[CH:15]=[CH:14][C:13]([F:16])=[CH:12][CH:11]=1)=[O:9]. (4) Given the reactants Br[C:2]1[CH:7]=[CH:6][C:5](/[CH:8]=[CH:9]/[C:10]2[CH:15]=[CH:14][CH:13]=[CH:12][CH:11]=2)=[CH:4][CH:3]=1.C([O-])(=O)C.[K+].[CH3:21][C:22]1([CH3:38])[C:26]([CH3:28])([CH3:27])[O:25][B:24]([B:24]2[O:25][C:26]([CH3:28])([CH3:27])[C:22]([CH3:38])([CH3:21])[O:23]2)[O:23]1, predict the reaction product. The product is: [CH3:21][C:22]1([CH3:38])[C:26]([CH3:28])([CH3:27])[O:25][B:24]([C:2]2[CH:7]=[CH:6][C:5](/[CH:8]=[CH:9]/[C:10]3[CH:15]=[CH:14][CH:13]=[CH:12][CH:11]=3)=[CH:4][CH:3]=2)[O:23]1. (5) Given the reactants [C:1]1(=[O:11])[NH:5][C:4](=[O:6])[C:3]2=[CH:7][CH:8]=[CH:9][CH:10]=[C:2]12.C([O-])([O-])=O.[K+].[K+].[C@@H]1(N)CCCC[C@H]1N.CCCCCCCCCCCC.I[C:39]1[CH:40]=[C:41]([CH3:46])[CH:42]=[C:43]([CH3:45])[CH:44]=1, predict the reaction product. The product is: [CH3:46][C:41]1[CH:40]=[C:39]([N:5]2[C:1](=[O:11])[C:2]3=[CH:10][CH:9]=[CH:8][CH:7]=[C:3]3[C:4]2=[O:6])[CH:44]=[C:43]([CH3:45])[CH:42]=1. (6) Given the reactants [CH2:1]([O:3][CH:4]([O:7][CH2:8][CH3:9])[C:5]#[CH:6])[CH3:2].[Li]CCCC.[CH:15](=[O:18])[CH2:16][CH3:17], predict the reaction product. The product is: [CH2:1]([O:3][CH:4]([O:7][CH2:8][CH3:9])[C:5]#[C:6][CH:15]([OH:18])[CH2:16][CH3:17])[CH3:2].